Task: Predict which catalyst facilitates the given reaction.. Dataset: Catalyst prediction with 721,799 reactions and 888 catalyst types from USPTO (1) Reactant: [CH2:1]([O:3][C:4]([C:6]1[CH:7]([C:25]2[CH:30]=[CH:29][CH:28]=[CH:27][CH:26]=2)[C:8]2[C:13](Cl)=[N:12][C:11](=[O:15])[N:10]([C:16]3[CH:21]=[CH:20][CH:19]=[CH:18][CH:17]=3)[C:9]=2[NH:22][C:23]=1[CH3:24])=[O:5])[CH3:2].[C:31]([NH:41][NH2:42])(=[O:40])[C:32]1[CH:37]=[CH:36][CH:35]=[C:34]([O:38][CH3:39])[CH:33]=1.C(N(CC)CC)C. Product: [CH2:1]([O:3][C:4]([C:6]1[CH:7]([C:25]2[CH:30]=[CH:29][CH:28]=[CH:27][CH:26]=2)[C:8]2[C:13]([N:41]([C:31](=[O:40])[C:32]3[CH:37]=[CH:36][CH:35]=[C:34]([O:38][CH3:39])[CH:33]=3)[NH2:42])=[N:12][C:11](=[O:15])[N:10]([C:16]3[CH:21]=[CH:20][CH:19]=[CH:18][CH:17]=3)[C:9]=2[NH:22][C:23]=1[CH3:24])=[O:5])[CH3:2]. The catalyst class is: 14. (2) Reactant: [H-].[Na+].[I:3][C:4]1[CH:9]=[CH:8][N:7]=[C:6]2[NH:10][C:11]([C:13]3[CH:22]=[CH:21][C:16]([C:17]([O:19][CH3:20])=[O:18])=[CH:15][CH:14]=3)=[N:12][C:5]=12.[CH3:23][Si:24]([CH2:27][CH2:28][O:29][CH2:30]Cl)([CH3:26])[CH3:25].O. Product: [I:3][C:4]1[CH:9]=[CH:8][N:7]=[C:6]2[N:10]([CH2:30][O:29][CH2:28][CH2:27][Si:24]([CH3:26])([CH3:25])[CH3:23])[C:11]([C:13]3[CH:14]=[CH:15][C:16]([C:17]([O:19][CH3:20])=[O:18])=[CH:21][CH:22]=3)=[N:12][C:5]=12. The catalyst class is: 3. (3) Reactant: [O:1]=[C:2]([NH:8][C:9]1[CH:10]=[N:11][CH:12]=[CH:13][CH:14]=1)[C:3](OCC)=[O:4].[NH3:15]. Product: [N:11]1[CH:12]=[CH:13][CH:14]=[C:9]([NH:8][C:2](=[O:1])[C:3]([NH2:15])=[O:4])[CH:10]=1. The catalyst class is: 5. (4) Reactant: [OH:1][CH2:2][C:3]1[CH:11]=[CH:10][C:6]([C:7]([OH:9])=[O:8])=[CH:5][CH:4]=1.N1C=CN=C1.[Si:17](Cl)([C:20]([CH3:23])([CH3:22])[CH3:21])([CH3:19])[CH3:18]. Product: [Si:17]([O:1][CH2:2][C:3]1[CH:4]=[CH:5][C:6]([C:7]([OH:9])=[O:8])=[CH:10][CH:11]=1)([C:20]([CH3:23])([CH3:22])[CH3:21])([CH3:19])[CH3:18]. The catalyst class is: 473. (5) Reactant: [O:1]=[C:2]1[NH:11][C:6]2[N:7]=[CH:8][N:9]=[CH:10][C:5]=2[CH:4]=[C:3]1[C:12]([O:14]CC)=[O:13].O.[OH-].[Li+]. Product: [O:1]=[C:2]1[NH:11][C:6]2[N:7]=[CH:8][N:9]=[CH:10][C:5]=2[CH:4]=[C:3]1[C:12]([OH:14])=[O:13]. The catalyst class is: 5.